The task is: Binary Classification. Given a miRNA mature sequence and a target amino acid sequence, predict their likelihood of interaction.. This data is from Experimentally validated miRNA-target interactions with 360,000+ pairs, plus equal number of negative samples. (1) The miRNA is rno-miR-429 with sequence UAAUACUGUCUGGUAAUGCCGU. The protein sequence of the target gene is MAVNQSHTENRRGALIPNGESLLKRSPNVELSFPQRSEGSNVFSGRKTGTLFLTSYRVIFITSCSISDPMLSFMMPFDLMTNLTVEQPVFAANFIKGTIQAAPYGGWEGQATFKLVFRNGDAIEFAQLMVKAASAAARGFPLRTLNDWFSSMGIYVITGEGNMCTPQMPCSVIVYGAPPAGYGAPPPGYGAPPAGYGAQPVGNEGPPVGYRASPVRYGAPPLGYGAPPAGYGAPPLGYGAPPLGYGTPPLGYGAPPLGYGAPPAGNEGPPAGYRASPAGSGARPQESTAAQAPENEASLP.... Result: 0 (no interaction). (2) The miRNA is cel-miR-269 with sequence GGCAAGACUCUGGCAAAACU. The protein sequence of the target gene is MSPGYLPAPKAVLGSVPEKHLAEEDEVDSILLSASKILNSSEGVKESGGNEPEYGCASEPENQIQPQSALKVLQHQLESFQALRMQTLQNVSMVQSEISEILNKSIVEVETPQFNSEKSLVFSMHPEKDLPNETQEEIPSTKTLHSMGETFSSNSDTGLPQGTDIPPQIQVKDMLALQGLRTTADNSPPKKAMNTSEQPSATKSFSLYQFLPQGPQTAVPQAAPVILDKSTITTPFPKHGFCANLDDICHSIKHMKEELQKSHDKELALTSELHTFQADASTQGHHKHEPFPMHSSKLNF.... Result: 0 (no interaction). (3) The miRNA is hsa-miR-6857-3p with sequence UGACUGAGCUUCUCCCCACAG. The protein sequence of the target gene is MSSFGYRTLTVALFTLICCPGSDEKVFEVHVRPKKLAVEPKGSLEVNCSTTCNQPEVGGLETSLDKILLDEQAQWKHYLVSNISHDTVLQCHFTCSGKQESMNSNVSVYQPPRQVILTLQPTLVAVGKSFTIECRVPTVEPLDSLTLFLFRGNETLHYETFGKAAPAPQEATATFNSTADREDGHRNFSCLAVLDLMSRGGNIFHKHSAPKMLEIYEPVSDSQMVIIVTVVSVLLSLFVTSVLLCFIFGQHLRQQRMGTYGVRAAWRRLPQAFRP. Result: 0 (no interaction). (4) The miRNA is mmu-miR-135b-5p with sequence UAUGGCUUUUCAUUCCUAUGUGA. The protein sequence of the target gene is MRAVLSQKTTPLPRYLWPGHLSGPRRLTWSWCSDHRTPTCRELGSPHPTPCTGPARGWPRRGGGPCGFTSAGHVLCGYPLCLLSGPIQGCGTGLGDSSMAFLSRTSPVAAASFQSRQEARGSILLQSCQLPPQWLSTEAWTGEWKQPHGGALTSRSPGPVAPQRPCHLKGWQHRPTQHNAACKQGQAAAQTPPRPGPPSAPPPPPKEGHQEGLVELPASFRELLTFFCTNATIHGAIRLVCSRGNRLKTTSWGLLSLGALVALCWQLGLLFERHWHRPVLMAVSVHSERKLLPLVTLCDG.... Result: 0 (no interaction).